This data is from Forward reaction prediction with 1.9M reactions from USPTO patents (1976-2016). The task is: Predict the product of the given reaction. (1) Given the reactants [CH:1]1([O:6][C:7](=[O:41])[C@@H:8]([NH2:40])[CH2:9][CH2:10][O:11][C:12]2[CH:21]=[C:20]3[C:15]([C:16]([O:22][C:23]4[CH:28]=[CH:27][C:26]([NH:29][C:30](=[O:37])[C:31]5[CH:36]=[CH:35][CH:34]=[CH:33][CH:32]=5)=[CH:25][CH:24]=4)=[CH:17][CH:18]=[N:19]3)=[CH:14][C:13]=2[O:38][CH3:39])[CH2:5][CH2:4][CH2:3][CH2:2]1.[C:42](Cl)(=[O:44])[CH3:43].C(N(CC)CC)C, predict the reaction product. The product is: [CH:1]1([O:6][C:7](=[O:41])[C@@H:8]([NH:40][C:42](=[O:44])[CH3:43])[CH2:9][CH2:10][O:11][C:12]2[CH:21]=[C:20]3[C:15]([C:16]([O:22][C:23]4[CH:28]=[CH:27][C:26]([NH:29][C:30](=[O:37])[C:31]5[CH:32]=[CH:33][CH:34]=[CH:35][CH:36]=5)=[CH:25][CH:24]=4)=[CH:17][CH:18]=[N:19]3)=[CH:14][C:13]=2[O:38][CH3:39])[CH2:5][CH2:4][CH2:3][CH2:2]1. (2) Given the reactants [Br:1][C:2]1[CH:15]=[CH:14][C:5]([C:6]([C:8]2[CH:13]=[CH:12][CH:11]=[CH:10][CH:9]=2)=O)=[CH:4][CH:3]=1.C(OP([CH2:24][C:25]1[CH:30]=[C:29]([O:31][CH3:32])[C:28]([CH2:33]P(OCC)(OCC)=O)=[CH:27][C:26]=1[O:42][CH2:43][CH:44]([CH2:49][CH3:50])[CH2:45][CH2:46][CH2:47][CH3:48])(OCC)=O)C.[C:51](O[K])([CH3:54])([CH3:53])[CH3:52].S(=O)(=O)(O)O, predict the reaction product. The product is: [Br:1][C:2]1[CH:15]=[CH:14][C:5]([C:6]([C:8]2[CH:13]=[CH:12][CH:11]=[CH:10][CH:9]=2)=[CH:24][C:25]2[CH:30]=[C:29]([O:31][CH3:32])[C:28]([CH:33]=[C:52]([C:8]3[CH:13]=[CH:12][CH:11]=[CH:10][CH:9]=3)[C:51]3[CH:54]=[CH:15][C:2]([Br:1])=[CH:3][CH:53]=3)=[CH:27][C:26]=2[O:42][CH2:43][CH:44]([CH2:49][CH3:50])[CH2:45][CH2:46][CH2:47][CH3:48])=[CH:4][CH:3]=1. (3) Given the reactants C[O:2][C:3](=[O:32])[C@@H:4]([NH:8][C:9]([C:11]1[O:15][N:14]=[C:13]([C:16]2[CH:21]=[CH:20][C:19]([NH:22][C:23]([NH:25][C:26]3[CH:31]=[CH:30][CH:29]=[CH:28][CH:27]=3)=[O:24])=[CH:18][CH:17]=2)[CH:12]=1)=[O:10])[CH:5]([CH3:7])[CH3:6].[K+].[Br-], predict the reaction product. The product is: [CH3:6][CH:5]([CH3:7])[C@H:4]([NH:8][C:9]([C:11]1[O:15][N:14]=[C:13]([C:16]2[CH:21]=[CH:20][C:19]([NH:22][C:23]([NH:25][C:26]3[CH:27]=[CH:28][CH:29]=[CH:30][CH:31]=3)=[O:24])=[CH:18][CH:17]=2)[CH:12]=1)=[O:10])[C:3]([OH:32])=[O:2].